This data is from hERG potassium channel inhibition data for cardiac toxicity prediction from Karim et al.. The task is: Regression/Classification. Given a drug SMILES string, predict its toxicity properties. Task type varies by dataset: regression for continuous values (e.g., LD50, hERG inhibition percentage) or binary classification for toxic/non-toxic outcomes (e.g., AMES mutagenicity, cardiotoxicity, hepatotoxicity). Dataset: herg_karim. (1) The drug is C[S+]([O-])c1ccc(-c2cnc3ccc(-c4cccc([S+](C)[O-])c4)nn23)cc1. The result is 0 (non-blocker). (2) The molecule is CCC(=S)N1CCC(CN2CC[C@H](NC(=O)c3cc(Cl)c(N)cc3OC)[C@H](OC)C2)CC1. The result is 1 (blocker). (3) The drug is Cc1cc(C)nc(Nc2cc(NC[C@@H](N)CS(C)(=O)=O)cnc2C(N)=O)c1. The result is 0 (non-blocker). (4) The drug is Cc1nccn1CC(NC(=O)NC1CCN(Cc2ccn(-c3ccc(C(F)(F)F)cc3)c2)CC1)c1ccccc1. The result is 0 (non-blocker). (5) The molecule is CC/C(=C(\c1ccccc1)c1ccc(/C=C/C(=O)O)cc1)c1ccccc1. The result is 0 (non-blocker). (6) The drug is CCOC(=O)c1ccc(-c2ccc(OCCCN3CCCCC3)cc2)cc1. The result is 1 (blocker). (7) The compound is O=C(NC1CCN(Cc2ccn(-c3ccc(C(F)(F)F)cc3)c2)CC1)N1CC[C@@H](O)C1. The result is 0 (non-blocker). (8) The molecule is O=c1ccc(-c2ccc(OC3CCN(C4CCC4)CC3)cc2)n[nH]1. The result is 1 (blocker).